Dataset: Peptide-MHC class I binding affinity with 185,985 pairs from IEDB/IMGT. Task: Regression. Given a peptide amino acid sequence and an MHC pseudo amino acid sequence, predict their binding affinity value. This is MHC class I binding data. (1) The peptide sequence is LPRRSLKAF. The MHC is HLA-B54:01 with pseudo-sequence HLA-B54:01. The binding affinity (normalized) is 0.477. (2) The binding affinity (normalized) is 0.655. The MHC is Mamu-A02 with pseudo-sequence Mamu-A02. The peptide sequence is WTCSRVIF. (3) The peptide sequence is TATPAWDAL. The MHC is HLA-A02:19 with pseudo-sequence HLA-A02:19. The binding affinity (normalized) is 0.0847.